Dataset: Full USPTO retrosynthesis dataset with 1.9M reactions from patents (1976-2016). Task: Predict the reactants needed to synthesize the given product. (1) Given the product [F:21][CH:20]([F:22])[CH2:19][O:6][C:5]1[CH:4]=[C:3]([CH:11]=[CH:10][C:7]=1[O:8][CH3:9])[CH:2]=[O:1], predict the reactants needed to synthesize it. The reactants are: [O:1]=[CH:2][C:3]1[CH:11]=[CH:10][C:7]([O:8][CH3:9])=[C:5]([OH:6])[CH:4]=1.C(=O)([O-])[O-].[K+].[K+].Br[CH2:19][CH:20]([F:22])[F:21]. (2) Given the product [Cl:17][C:18]1[CH:26]=[C:25]2[C:21]([C:22](=[CH:7][C:6]3[CH:5]=[C:4]([CH:1]([CH3:3])[CH3:2])[C:11]([O:12][CH3:13])=[C:10]([CH:14]([CH3:16])[CH3:15])[CH:9]=3)[C:23](=[O:27])[NH:24]2)=[CH:20][CH:19]=1, predict the reactants needed to synthesize it. The reactants are: [CH:1]([C:4]1[CH:5]=[C:6]([CH:9]=[C:10]([CH:14]([CH3:16])[CH3:15])[C:11]=1[O:12][CH3:13])[CH:7]=O)([CH3:3])[CH3:2].[Cl:17][C:18]1[CH:26]=[C:25]2[C:21]([CH2:22][C:23](=[O:27])[NH:24]2)=[CH:20][CH:19]=1. (3) Given the product [CH2:1]([C:5]1[N:9]([C:10]2[CH:15]=[CH:14][CH:13]=[CH:12][C:11]=2[F:16])[N:8]=[N:7][C:6]=1[C:17]1[O:19][N:23]=[C:22]([C:24]2[CH:29]=[CH:28][CH:27]=[CH:26][CH:25]=2)[N:21]=1)[CH2:2][CH2:3][CH3:4], predict the reactants needed to synthesize it. The reactants are: [CH2:1]([C:5]1[N:9]([C:10]2[CH:15]=[CH:14][CH:13]=[CH:12][C:11]=2[F:16])[N:8]=[N:7][C:6]=1[C:17]([OH:19])=O)[CH2:2][CH2:3][CH3:4].O[N:21]=[C:22]([C:24]1[CH:29]=[CH:28][CH:27]=[CH:26][CH:25]=1)[NH2:23]. (4) Given the product [C:1]([O:5][C:6]([N:8]1[C:16]2[C:11](=[CH:12][C:13]([CH:38]([C:31]3([CH2:35][CH2:36][CH3:37])[CH2:32][CH2:33][CH2:34][N:30]3[C:28]([O:27][C:23]([CH3:25])([CH3:24])[CH3:26])=[O:29])[OH:39])=[CH:14][CH:15]=2)[CH:10]=[CH:9]1)=[O:7])([CH3:4])([CH3:3])[CH3:2], predict the reactants needed to synthesize it. The reactants are: [C:1]([O:5][C:6]([N:8]1[C:16]2[C:11](=[CH:12][C:13](Br)=[CH:14][CH:15]=2)[CH:10]=[CH:9]1)=[O:7])([CH3:4])([CH3:3])[CH3:2].C([Li])(C)(C)C.[C:23]([O:27][C:28]([N:30]1[CH2:34][CH2:33][CH2:32][C:31]1([CH:38]=[O:39])[CH2:35][CH2:36][CH3:37])=[O:29])([CH3:26])([CH3:25])[CH3:24]. (5) Given the product [CH2:22]([C:21]1[CH:20]=[C:15]([CH:14]=[CH2:10])[CH:16]=[CH:17][CH:18]=1)[CH3:23], predict the reactants needed to synthesize it. The reactants are: BrC1C=CC=C(CC)C=1.[CH2:10]([C:14]([Sn])=[C:15]([CH2:20][CH2:21][CH2:22][CH3:23])[CH2:16][CH2:17][CH2:18]C)CCC. (6) Given the product [Cl:27][C:23]1[C:24]([CH3:26])=[CH:25][C:20]([O:19][CH2:18][CH2:17][CH2:16][C:7]2[C:6]3[C:10](=[C:2]([C:34]4[C:30]([CH3:29])=[N:31][O:32][C:33]=4[CH3:38])[CH:3]=[CH:4][CH:5]=3)[NH:9][C:8]=2[C:11]([O:13][CH2:14][CH3:15])=[O:12])=[CH:21][C:22]=1[CH3:28], predict the reactants needed to synthesize it. The reactants are: Br[C:2]1[CH:3]=[CH:4][CH:5]=[C:6]2[C:10]=1[NH:9][C:8]([C:11]([O:13][CH2:14][CH3:15])=[O:12])=[C:7]2[CH2:16][CH2:17][CH2:18][O:19][C:20]1[CH:25]=[C:24]([CH3:26])[C:23]([Cl:27])=[C:22]([CH3:28])[CH:21]=1.[CH3:29][C:30]1[C:34](B(O)O)=[C:33]([CH3:38])[O:32][N:31]=1. (7) Given the product [CH3:13][N:14]([C:22]1[CH:27]=[CH:26][C:25]([CH3:28])=[CH:24][CH:23]=1)[C:15]1[CH:16]=[CH:17][C:18]([O:21][C:2]2[N:3]=[C:4]([OH:12])[C:5]3[CH:11]=[CH:10][N:9]=[CH:8][C:6]=3[N:7]=2)=[CH:19][CH:20]=1, predict the reactants needed to synthesize it. The reactants are: Cl[C:2]1[N:3]=[C:4]([OH:12])[C:5]2[CH:11]=[CH:10][N:9]=[CH:8][C:6]=2[N:7]=1.[CH3:13][N:14]([C:22]1[CH:27]=[CH:26][C:25]([CH3:28])=[CH:24][CH:23]=1)[C:15]1[CH:20]=[CH:19][C:18]([OH:21])=[CH:17][CH:16]=1. (8) Given the product [NH:19]1[C:27]2[C:22](=[CH:23][C:24]([C:2]3[CH:3]=[C:4]([N:8]4[CH2:16][CH:15]5[CH2:17][N:11]6[CH2:12][CH:13]([CH2:18][CH:9]4[CH2:10]6)[CH2:14]5)[CH:5]=[N:6][CH:7]=3)=[CH:25][CH:26]=2)[CH:21]=[CH:20]1, predict the reactants needed to synthesize it. The reactants are: Br[C:2]1[CH:3]=[C:4]([N:8]2[CH2:16][CH:15]3[CH2:17][N:11]4[CH2:12][CH:13]([CH2:18][CH:9]2[CH2:10]4)[CH2:14]3)[CH:5]=[N:6][CH:7]=1.[NH:19]1[C:27]2[C:22](=[CH:23][C:24](B(O)O)=[CH:25][CH:26]=2)[CH:21]=[CH:20]1.